Dataset: NCI-60 drug combinations with 297,098 pairs across 59 cell lines. Task: Regression. Given two drug SMILES strings and cell line genomic features, predict the synergy score measuring deviation from expected non-interaction effect. (1) Drug 1: CNC(=O)C1=CC=CC=C1SC2=CC3=C(C=C2)C(=NN3)C=CC4=CC=CC=N4. Drug 2: CC12CCC3C(C1CCC2O)C(CC4=C3C=CC(=C4)O)CCCCCCCCCS(=O)CCCC(C(F)(F)F)(F)F. Cell line: MALME-3M. Synergy scores: CSS=6.07, Synergy_ZIP=4.31, Synergy_Bliss=6.70, Synergy_Loewe=4.80, Synergy_HSA=4.77. (2) Drug 1: C1CC(=O)NC(=O)C1N2CC3=C(C2=O)C=CC=C3N. Drug 2: C(CN)CNCCSP(=O)(O)O. Cell line: SNB-19. Synergy scores: CSS=3.77, Synergy_ZIP=1.81, Synergy_Bliss=0.0572, Synergy_Loewe=-3.79, Synergy_HSA=-6.88. (3) Drug 1: C1CN1C2=NC(=NC(=N2)N3CC3)N4CC4. Drug 2: CS(=O)(=O)OCCCCOS(=O)(=O)C. Cell line: OVCAR-4. Synergy scores: CSS=0.525, Synergy_ZIP=4.11, Synergy_Bliss=-0.567, Synergy_Loewe=-0.838, Synergy_HSA=-0.745. (4) Drug 1: C1=NC2=C(N=C(N=C2N1C3C(C(C(O3)CO)O)F)Cl)N. Drug 2: COC1=C2C(=CC3=C1OC=C3)C=CC(=O)O2. Cell line: NCI-H522. Synergy scores: CSS=4.56, Synergy_ZIP=-4.87, Synergy_Bliss=-1.82, Synergy_Loewe=-1.63, Synergy_HSA=-1.32.